The task is: Predict the reaction yield, written as a fraction of the theoretical maximum amount of product (1.0 means a 100% yield; for example, 0.34 means a 34% yield).. This data is from Reaction yield outcomes from USPTO patents with 853,638 reactions. (1) The reactants are [F-].C([N+](CCCC)(CCCC)CCCC)CCC.[Si]([O:36][CH2:37][C@H:38]1[CH2:42][CH2:41][S:40](=[O:44])(=[O:43])[N:39]1[CH2:45][CH2:46][CH2:47][C:48]1[S:52][C:51]([C:53]([O:55][CH3:56])=[O:54])=[CH:50][CH:49]=1)(C(C)(C)C)(C1C=CC=CC=1)C1C=CC=CC=1. The catalyst is C1COCC1.CCOC(C)=O. The product is [OH:36][CH2:37][C@H:38]1[CH2:42][CH2:41][S:40](=[O:43])(=[O:44])[N:39]1[CH2:45][CH2:46][CH2:47][C:48]1[S:52][C:51]([C:53]([O:55][CH3:56])=[O:54])=[CH:50][CH:49]=1. The yield is 0.730. (2) The reactants are [OH:1][C:2]1[CH:7]=[CH:6][C:5]([CH2:8][C:9]([O:11][CH2:12][CH3:13])=[O:10])=[CH:4][CH:3]=1.[C:14]([O-])([O-])=O.[K+].[K+].COS(OC)(=O)=O. The catalyst is C(#N)C. The product is [CH3:14][O:1][C:2]1[CH:3]=[CH:4][C:5]([CH2:8][C:9]([O:11][CH2:12][CH3:13])=[O:10])=[CH:6][CH:7]=1. The yield is 0.840. (3) The reactants are [CH3:1][C:2]1[N:7]=[CH:6][C:5]([C:8]#[C:9][C:10]2[CH2:11][CH2:12][N:13](C(OC(C)(C)C)=O)[CH2:14][CH:15]=2)=[CH:4][N:3]=1.C(O)(C(F)(F)F)=O.C(N(C(C)C)C(C)C)C.[CH3:39][C@@:40]1([CH2:47][S:48](Cl)(=[O:50])=[O:49])[C:44](=[O:45])[NH:43][C:42](=[O:46])[NH:41]1. The catalyst is CCO.CN(C=O)C. The product is [CH3:39][C@:40]1([CH2:47][S:48]([N:13]2[CH2:14][CH:15]=[C:10]([C:9]#[C:8][C:5]3[CH:6]=[N:7][C:2]([CH3:1])=[N:3][CH:4]=3)[CH2:11][CH2:12]2)(=[O:50])=[O:49])[NH:41][C:42](=[O:46])[NH:43][C:44]1=[O:45]. The yield is 0.300. (4) The reactants are Cl[C:2]1[CH2:7][CH:6]([CH3:8])[CH2:5][CH2:4][C:3]=1[CH:9]=O.C(=O)([O-])[O-].[K+].[K+].[C:17]([O:21][CH3:22])(=[O:20])[CH2:18][SH:19]. The catalyst is CN(C=O)C. The product is [CH3:22][O:21][C:17]([C:18]1[S:19][C:2]2[CH2:7][CH:6]([CH3:8])[CH2:5][CH2:4][C:3]=2[CH:9]=1)=[O:20]. The yield is 0.100. (5) The reactants are Br[C:2]1[N:7]=[C:6]([C:8]([O:10][CH3:11])=[O:9])[CH:5]=[CH:4][C:3]=1[F:12].[F:13][C:14]1[CH:19]=[C:18]([CH2:20][O:21][CH:22]([CH3:24])[CH3:23])[CH:17]=[C:16]([F:25])[C:15]=1B1OC(C)(C)C(C)(C)O1. No catalyst specified. The product is [F:13][C:14]1[CH:19]=[C:18]([CH2:20][O:21][CH:22]([CH3:23])[CH3:24])[CH:17]=[C:16]([F:25])[C:15]=1[C:2]1[N:7]=[C:6]([C:8]([O:10][CH3:11])=[O:9])[CH:5]=[CH:4][C:3]=1[F:12]. The yield is 0.610. (6) The reactants are [CH3:1][O:2][C:3](=[O:14])[C:4]1[CH:9]=[CH:8][C:7]([CH3:10])=[C:6]([N+:11]([O-:13])=[O:12])[CH:5]=1.[Br:15]N1C(=O)CCC1=O.N(C1(C#N)CCCCC1)=NC1(C#N)CCCCC1. The catalyst is C(Cl)(Cl)(Cl)Cl. The product is [CH3:1][O:2][C:3](=[O:14])[C:4]1[CH:9]=[CH:8][C:7]([CH2:10][Br:15])=[C:6]([N+:11]([O-:13])=[O:12])[CH:5]=1. The yield is 0.610. (7) The reactants are [CH3:1][C:2]1[C:23]([C:24]2[S:25][C:26]([C:35]3[N:39]=[CH:38][NH:37][N:36]=3)=[C:27]([C:29]3[CH:34]=[CH:33][CH:32]=[CH:31][CH:30]=3)[N:28]=2)=[C:5]2[CH:6]=[C:7]([O:10][CH2:11][CH2:12][N:13]3[CH2:18][CH2:17][N:16]([S:19]([CH3:22])(=[O:21])=[O:20])[CH2:15][CH2:14]3)[CH:8]=[CH:9][N:4]2[N:3]=1.O.[C:41]1([CH3:51])[CH:46]=[CH:45][C:44]([S:47]([OH:50])(=[O:49])=[O:48])=[CH:43][CH:42]=1.CCO. The catalyst is CCOC(C)=O. The product is [C:41]1([CH3:51])[CH:42]=[CH:43][C:44]([S:47]([OH:50])(=[O:48])=[O:49])=[CH:45][CH:46]=1.[C:41]1([CH3:51])[CH:42]=[CH:43][C:44]([S:47]([OH:50])(=[O:48])=[O:49])=[CH:45][CH:46]=1.[CH3:1][C:2]1[C:23]([C:24]2[S:25][C:26]([C:35]3[N:39]=[CH:38][NH:37][N:36]=3)=[C:27]([C:29]3[CH:34]=[CH:33][CH:32]=[CH:31][CH:30]=3)[N:28]=2)=[C:5]2[CH:6]=[C:7]([O:10][CH2:11][CH2:12][N:13]3[CH2:18][CH2:17][N:16]([S:19]([CH3:22])(=[O:21])=[O:20])[CH2:15][CH2:14]3)[CH:8]=[CH:9][N:4]2[N:3]=1. The yield is 0.850.